This data is from Reaction yield outcomes from USPTO patents with 853,638 reactions. The task is: Predict the reaction yield, written as a fraction of the theoretical maximum amount of product (1.0 means a 100% yield; for example, 0.34 means a 34% yield). The reactants are [CH3:1][C:2]1[CH:7]=[C:6]([CH2:8][CH2:9][C:10]([O:12]C(C)(C)C)=[O:11])[CH:5]=[C:4]([C:17]2[S:18][C:19]3[CH:27]=[CH:26][CH:25]=[CH:24][C:20]=3[C:21](=[O:23])[N:22]=2)[N:3]=1. The catalyst is FC(F)(F)C(O)=O. The product is [CH3:1][C:2]1[CH:7]=[C:6]([CH2:8][CH2:9][C:10]([OH:12])=[O:11])[CH:5]=[C:4]([C:17]2[S:18][C:19]3[CH:27]=[CH:26][CH:25]=[CH:24][C:20]=3[C:21](=[O:23])[N:22]=2)[N:3]=1. The yield is 0.900.